From a dataset of HIV replication inhibition screening data with 41,000+ compounds from the AIDS Antiviral Screen. Binary Classification. Given a drug SMILES string, predict its activity (active/inactive) in a high-throughput screening assay against a specified biological target. (1) The compound is CCCN1CN(c2ccccc2)C2(CCN(CCCC(=O)c3ccc(F)cc3)CC2)C1=O.Cl. The result is 0 (inactive). (2) The drug is CC(C)(N)Cc1ccccc1Cl. The result is 0 (inactive). (3) The drug is COC(=O)C1=C(N2CCCC2)C2c3ccccc3SC12C(=O)OC. The result is 1 (active). (4) The drug is CCOC(=O)C(CC(C)C)NC(=O)C(Cc1ccc(N(CCCl)CCCl)cc1)NC(C)=O. The result is 0 (inactive). (5) The drug is CC(=O)OCC1=C(C)CC(C(C)C2CCC3C4CC5OC56C(OC(C)=O)C=CC(=O)C6(C)C4CCC23C)OC1=O. The result is 0 (inactive). (6) The compound is O=C(CCC(=O)Nc1ccc(Cl)c(Cl)c1)CC(=O)c1ccc(Br)cc1. The result is 0 (inactive). (7) The drug is COc1c(OC(C)C)cc2cc(O)c(C(=O)NC3Cc4ccc(c(Cl)n4)OC4C=C5C#CC(=CC#CC6OC56C4OC4CC(C)(O)C(O)C(C)O4)C(OC4CC(O)C(N(C)C)C(C)O4)COC3=O)cc2c1OC. The result is 0 (inactive). (8) The molecule is CC(NC(=O)C(C)NC(=O)C(CC(N)=O)NC(=O)CN)C(=O)NC(CO)C(=O)NC(C)C(=O)NC(CCCNC(=N)N)C(N)=O. The result is 0 (inactive).